This data is from Reaction yield outcomes from USPTO patents with 853,638 reactions. The task is: Predict the reaction yield, written as a fraction of the theoretical maximum amount of product (1.0 means a 100% yield; for example, 0.34 means a 34% yield). (1) The reactants are [CH2:1]([C:4]1([CH3:17])[C:13]2[C:8](=[CH:9][CH:10]=[CH:11][CH:12]=2)[C:7](=[O:14])[CH:6]=[C:5]1[O:15]C)[CH:2]=[CH2:3].[OH-].[Na+].Cl. The catalyst is CO. The product is [CH2:1]([C:4]1([CH3:17])[C:13]2[C:8](=[CH:9][CH:10]=[CH:11][CH:12]=2)[C:7]([OH:14])=[CH:6][C:5]1=[O:15])[CH:2]=[CH2:3]. The yield is 0.780. (2) The reactants are [C:1]([O:5][C:6]([N:8]1[CH2:13][CH2:12][CH:11]([NH:14][CH2:15][C:16]2[CH:21]=[CH:20][CH:19]=[C:18]([CH3:22])[CH:17]=2)[CH2:10][CH2:9]1)=[O:7])([CH3:4])([CH3:3])[CH3:2].[O:23]1[CH2:28][CH2:27][CH:26]([CH2:29][C:30](O)=[O:31])[CH2:25][CH2:24]1. No catalyst specified. The product is [C:1]([O:5][C:6]([N:8]1[CH2:9][CH2:10][CH:11]([N:14]([CH2:15][C:16]2[CH:21]=[CH:20][CH:19]=[C:18]([CH3:22])[CH:17]=2)[C:30](=[O:31])[CH2:29][CH:26]2[CH2:27][CH2:28][O:23][CH2:24][CH2:25]2)[CH2:12][CH2:13]1)=[O:7])([CH3:4])([CH3:3])[CH3:2]. The yield is 0.420. (3) The reactants are C[O:2][C:3](=[O:18])[CH2:4][NH:5][C:6]([C:8]1[N:9]([CH3:17])[C:10]2[C:15]([CH:16]=1)=[CH:14][CH:13]=[CH:12][CH:11]=2)=[O:7].[OH-].[Li+].Cl. The catalyst is O1CCOCC1. The product is [CH3:17][N:9]1[C:10]2[C:15](=[CH:14][CH:13]=[CH:12][CH:11]=2)[CH:16]=[C:8]1[C:6]([NH:5][CH2:4][C:3]([OH:18])=[O:2])=[O:7]. The yield is 0.930. (4) The reactants are Br[C:2]1[CH:3]=[C:4]2[C:9](=[CH:10][CH:11]=1)[C:8]([CH:12]([F:14])[F:13])=[C:7]([O:15][C@H:16]1[CH2:21][CH2:20][C@@H:19]([CH3:22])[CH2:18][CH2:17]1)[CH:6]=[CH:5]2.[Li]CCCC.CN([CH:31]=[O:32])C. The catalyst is C1COCC1. The product is [F:13][CH:12]([F:14])[C:8]1[C:7]([O:15][C@H:16]2[CH2:21][CH2:20][C@@H:19]([CH3:22])[CH2:18][CH2:17]2)=[CH:6][CH:5]=[C:4]2[C:9]=1[CH:10]=[CH:11][C:2]([CH:31]=[O:32])=[CH:3]2. The yield is 0.850. (5) The reactants are C(O[C:9]([NH:11][C@@H:12]1[CH2:19][N:18]2[C:20]3[C:31]([CH3:32])=[C:30]([C:33]([O:35]C)=[O:34])[S:29][C:21]=3[C:22]([CH:23]3[CH2:28][CH2:27][CH2:26][CH2:25][CH2:24]3)=[C:17]2[C:16]2[CH:37]=[CH:38][CH:39]=[CH:40][C:15]=2[O:14][CH2:13]1)=O)C1C=CC=CC=1.[CH3:41]COC(C)=O.CO.C=O.[BH3-]C#N.[Na+]. The catalyst is C(Cl)Cl.O.CC(O)=O. The product is [CH:23]1([C:22]2[C:21]3[S:29][C:30]([C:33]([OH:35])=[O:34])=[C:31]([CH3:32])[C:20]=3[N:18]3[C:17]=2[C:16]2[CH:37]=[CH:38][CH:39]=[CH:40][C:15]=2[O:14][CH2:13][C@H:12]([N:11]([CH3:41])[CH3:9])[CH2:19]3)[CH2:24][CH2:25][CH2:26][CH2:27][CH2:28]1. The yield is 0.680. (6) The reactants are [CH3:1][C:2]1[CH:10]=[CH:9][C:8]2[NH:7][C:6]3[CH2:11][CH2:12][N:13]([C:15]([O:17][CH2:18][CH3:19])=[O:16])[CH2:14][C:5]=3[C:4]=2[CH:3]=1.[CH2:20]([CH:22]1[O:24][CH2:23]1)Br.[NH4+].[Cl-]. The product is [CH3:1][C:2]1[CH:10]=[CH:9][C:8]2[N:7]([CH2:20][CH:22]3[CH2:23][O:24]3)[C:6]3[CH2:11][CH2:12][N:13]([C:15]([O:17][CH2:18][CH3:19])=[O:16])[CH2:14][C:5]=3[C:4]=2[CH:3]=1. The yield is 0.490. No catalyst specified.